This data is from NCI-60 drug combinations with 297,098 pairs across 59 cell lines. The task is: Regression. Given two drug SMILES strings and cell line genomic features, predict the synergy score measuring deviation from expected non-interaction effect. Drug 1: CC1=C2C(C(=O)C3(C(CC4C(C3C(C(C2(C)C)(CC1OC(=O)C(C(C5=CC=CC=C5)NC(=O)OC(C)(C)C)O)O)OC(=O)C6=CC=CC=C6)(CO4)OC(=O)C)O)C)O. Drug 2: C1CN(P(=O)(OC1)NCCCl)CCCl. Cell line: SF-295. Synergy scores: CSS=0.920, Synergy_ZIP=-3.53, Synergy_Bliss=-4.84, Synergy_Loewe=-8.13, Synergy_HSA=-7.76.